This data is from Experimentally validated miRNA-target interactions with 360,000+ pairs, plus equal number of negative samples. The task is: Binary Classification. Given a miRNA mature sequence and a target amino acid sequence, predict their likelihood of interaction. (1) The miRNA is hsa-miR-4524a-5p with sequence AUAGCAGCAUGAACCUGUCUCA. The protein sequence of the target gene is MSPARRCRGMRAAVAASVGLSEGPAGSRSGRLFRPPSPAPAAPGARLLRLPGSGAVQAASPERAGWTEALRAAVAELRAGAVVAVPTDTLYGLACAASCSAALRAVYRLKGRSEAKPLAVCLGRVADVYRYCRVRVPEGLLKDLLPGPVTLVMERSEELNKDLNPFTPLVGIRIPDHAFMQDLAQMFEGPLALTSANLSSQASSLNVEEFQDLWPQLSLVIDGGQIGDGQSPECRLGSTVVDLSVPGKFGIIRPGCALESTTAILQQKYGLLPSHASYL. Result: 1 (interaction). (2) The miRNA is hsa-miR-495-3p with sequence AAACAAACAUGGUGCACUUCUU. The protein sequence of the target gene is MSAEVPEAASAEEQKEMEDKVTSPEKAEEAKLKARYPHLGQKPGGSDFLRKRLQKGQKYFDSGDYNMAKAKMKNKQLPAAAPDKTEVTGDHIPTPQDLPQRKPSLVASKLAG. Result: 0 (no interaction). (3) The miRNA is hsa-miR-374a-5p with sequence UUAUAAUACAACCUGAUAAGUG. The protein sequence of the target gene is MGLCFPCPGESAPPTPDLEEKRAKLAEAAERRQKEAASRGILDVQSVQEKRKKKEKIEKQIATSGPPPEGGLRWTVS. Result: 1 (interaction).